This data is from Full USPTO retrosynthesis dataset with 1.9M reactions from patents (1976-2016). The task is: Predict the reactants needed to synthesize the given product. (1) Given the product [NH2:1][C:4]1[CH:5]=[C:6]([CH:19]=[CH:20][CH:21]=1)[CH2:7][C:9]1[CH:10]=[C:11]2[C:15](=[CH:16][CH:17]=1)[NH:14][C:13](=[O:18])[CH2:12]2, predict the reactants needed to synthesize it. The reactants are: [N+:1]([C:4]1[CH:5]=[C:6]([CH:19]=[CH:20][CH:21]=1)[C:7]([C:9]1[CH:10]=[C:11]2[C:15](=[CH:16][CH:17]=1)[NH:14][C:13](=[O:18])[CH2:12]2)=O)([O-])=O.C(O)(C(F)(F)F)=O. (2) Given the product [CH2:4]([O:11][CH2:12][C:13]([CH2:14][O:15][CH2:16][C:17]1[CH:18]=[CH:19][CH:20]=[CH:21][CH:22]=1)=[O:23])[C:5]1[CH:6]=[CH:7][CH:8]=[CH:9][CH:10]=1, predict the reactants needed to synthesize it. The reactants are: ClCCl.[CH2:4]([O:11][CH2:12][CH:13]([OH:23])[CH2:14][O:15][CH2:16][C:17]1[CH:22]=[CH:21][CH:20]=[CH:19][CH:18]=1)[C:5]1[CH:10]=[CH:9][CH:8]=[CH:7][CH:6]=1.C(N(CC)CC)C.CS(C)=O.